The task is: Predict the product of the given reaction.. This data is from Forward reaction prediction with 1.9M reactions from USPTO patents (1976-2016). (1) Given the reactants [NH:1]1[CH2:6][CH2:5][CH:4]([N:7]2[CH:11]=[C:10]([C:12]3[CH:17]=[N:16][N:15]4[C:18]([C:21]5[CH:22]=[C:23]([NH:27][C:28]([NH:30][CH2:31][C:32]([F:35])([F:34])[F:33])=[O:29])[CH:24]=[CH:25][CH:26]=5)=[CH:19][N:20]=[C:14]4[CH:13]=3)[CH:9]=[N:8]2)[CH2:3][CH2:2]1.[C:36]1([CH2:42][S:43](Cl)(=[O:45])=[O:44])[CH:41]=[CH:40][CH:39]=[CH:38][CH:37]=1, predict the reaction product. The product is: [CH2:42]([S:43]([N:1]1[CH2:6][CH2:5][CH:4]([N:7]2[CH:11]=[C:10]([C:12]3[CH:17]=[N:16][N:15]4[C:18]([C:21]5[CH:22]=[C:23]([NH:27][C:28]([NH:30][CH2:31][C:32]([F:33])([F:35])[F:34])=[O:29])[CH:24]=[CH:25][CH:26]=5)=[CH:19][N:20]=[C:14]4[CH:13]=3)[CH:9]=[N:8]2)[CH2:3][CH2:2]1)(=[O:45])=[O:44])[C:36]1[CH:41]=[CH:40][CH:39]=[CH:38][CH:37]=1. (2) Given the reactants [H-].[Na+].[Li+].[Br-].[Br:5][C:6]1[C:15]([CH2:16]Br)=[CH:14][C:13]2[C:8](=[CH:9][CH:10]=[CH:11][CH:12]=2)[N:7]=1.[OH2:18].CO[CH2:21][CH2:22][O:23]C.[CH3:25][N:26]([CH:28]=[O:29])C, predict the reaction product. The product is: [Br:5][C:6]1[C:15]([CH2:16][N:26]2[CH:25]=[CH:13][C:8]3[C:9](=[O:18])[CH2:10][CH:22]([OH:23])[C:21]=3[C:28]2=[O:29])=[CH:14][C:13]2[C:8](=[CH:9][CH:10]=[CH:11][CH:12]=2)[N:7]=1. (3) Given the reactants [CH:1]([N:4]1[C:8]([C:9]2[CH2:13][O:12][CH2:11][C:10]=2[C:14]([O:16][CH2:17][CH3:18])=[O:15])=[CH:7][CH:6]=[N:5]1)([CH3:3])[CH3:2], predict the reaction product. The product is: [CH:1]([N:4]1[C:8]([C@H:9]2[CH2:13][O:12][CH2:11][C@H:10]2[C:14]([O:16][CH2:17][CH3:18])=[O:15])=[CH:7][CH:6]=[N:5]1)([CH3:3])[CH3:2]. (4) The product is: [CH2:19]([O:18][C:4]1[N:5]([C:8]2[CH:13]=[CH:12][CH:11]=[C:10]([C:14]([F:17])([F:16])[F:15])[CH:9]=2)[C:6]([CH3:7])=[C:2]([C:89]2[N:93]([C:94]3[CH:95]=[CH:96][C:97]([C:98]#[N:99])=[CH:100][CH:101]=3)[N:92]=[CH:91][N:90]=2)[N:3]=1)[CH3:20]. Given the reactants Br[C:2]1[N:3]=[C:4]([O:18][CH2:19][CH3:20])[N:5]([C:8]2[CH:13]=[CH:12][CH:11]=[C:10]([C:14]([F:17])([F:16])[F:15])[CH:9]=2)[C:6]=1[CH3:7].C(OC1N(C2C=CC=C(C(F)(F)F)C=2)C(C)=C(C(=O)C)N=1)C.C1(P(C2CCCCC2)C2C=CC=CC=2C2C(C(C)C)=CC(C(C)C)=CC=2C(C)C)CCCCC1.B(O)(O)B(O)O.C([O-])(=O)C.[K+].Br[C:89]1[N:93]([C:94]2[CH:101]=[CH:100][C:97]([C:98]#[N:99])=[CH:96][CH:95]=2)[N:92]=[CH:91][N:90]=1.C([O-])([O-])=O.[K+].[K+], predict the reaction product. (5) The product is: [F:15][C:16]1[CH:23]=[CH:22][C:19]([CH2:20][N:1]2[C:6]3[CH:7]=[CH:8][CH:9]=[CH:10][C:5]=3[C:4](=[O:11])[O:3][C:2]2=[O:12])=[CH:18][CH:17]=1. Given the reactants [NH:1]1[C:6]2[CH:7]=[CH:8][CH:9]=[CH:10][C:5]=2[C:4](=[O:11])[O:3][C:2]1=[O:12].[H-].[Na+].[F:15][C:16]1[CH:23]=[CH:22][C:19]([CH2:20]Br)=[CH:18][CH:17]=1.O, predict the reaction product. (6) Given the reactants [O:1]1[C:10]2[C:5](=[N:6][C:7]([NH2:11])=[CH:8][CH:9]=2)[O:4][CH2:3][CH2:2]1.C([O-])(O)=O.[Na+].[C:17](Cl)([O:19][CH2:20][C:21]1[CH:26]=[CH:25][CH:24]=[CH:23][CH:22]=1)=[O:18], predict the reaction product. The product is: [CH2:20]([O:19][C:17](=[O:18])[NH:11][C:7]1[N:6]=[C:5]2[O:4][CH2:3][CH2:2][O:1][C:10]2=[CH:9][CH:8]=1)[C:21]1[CH:26]=[CH:25][CH:24]=[CH:23][CH:22]=1.